Predict the reaction yield, written as a fraction of the theoretical maximum amount of product (1.0 means a 100% yield; for example, 0.34 means a 34% yield). From a dataset of Reaction yield outcomes from USPTO patents with 853,638 reactions. (1) The reactants are FC(F)(F)S(O[C:7]1[CH:8]=[N:9][C:10]([C:13]([F:16])([F:15])[F:14])=[N:11][CH:12]=1)(=O)=O.[CH3:19][Si:20]([C:23]#[CH:24])([CH3:22])[CH3:21].[Al]. The catalyst is [Cu]I.Cl[Pd](Cl)([P](C1C=CC=CC=1)(C1C=CC=CC=1)C1C=CC=CC=1)[P](C1C=CC=CC=1)(C1C=CC=CC=1)C1C=CC=CC=1.C(N(CC)CC)C. The product is [F:14][C:13]([F:16])([F:15])[C:10]1[N:9]=[CH:8][C:7]([C:24]#[C:23][Si:20]([CH3:22])([CH3:21])[CH3:19])=[CH:12][N:11]=1. The yield is 0.950. (2) The reactants are [CH3:1][C:2]1[CH:20]=[C:19]([O:21][Si](C(C)C)(C(C)C)C(C)C)[CH:18]=[C:17]([CH3:32])[C:3]=1[CH2:4][C:5]1[CH:6]=[CH:7][C:8]([O:13][CH2:14][O:15][CH3:16])=[C:9]([CH:12]=1)[CH:10]=[O:11].CCCC[N+](CCCC)(CCCC)CCCC.[F-]. The catalyst is C1COCC1.CCOC(C)=O.O. The product is [OH:21][C:19]1[CH:18]=[C:17]([CH3:32])[C:3]([CH2:4][C:5]2[CH:6]=[CH:7][C:8]([O:13][CH2:14][O:15][CH3:16])=[C:9]([CH:12]=2)[CH:10]=[O:11])=[C:2]([CH3:1])[CH:20]=1. The yield is 0.640. (3) The reactants are [Cl:1][C:2]1[CH:3]=[CH:4][C:5]([O:15]C)=[C:6]([C:8]2[C:13](N)=[CH:12][CH:11]=[CH:10][N:9]=2)[CH:7]=1.F[B-](F)(F)F.[H+].N([O-])=O.[Na+].C(=O)(O)[O-].[Na+]. The catalyst is O.C1COCC1. The product is [Cl:1][C:2]1[CH:3]=[CH:4][C:5]2[O:15][C:13]3[C:8](=[N:9][CH:10]=[CH:11][CH:12]=3)[C:6]=2[CH:7]=1. The yield is 0.345. (4) The reactants are [CH2:1]([O:3][C:4]([C:6]1[N:14]([CH3:15])[C:13]2[CH:12]=[CH:11][N:10]=[CH:9][C:8]=2[C:7]=1OS(C(F)(F)C(F)(F)C(F)(F)C(F)(F)F)(=O)=O)=[O:5])[CH3:2].[Br:33][C:34]1[CH:40]=[CH:39][C:37]([NH2:38])=[C:36]([F:41])[CH:35]=1.CC1(C)C2C(=C(P(C3C=CC=CC=3)C3C=CC=CC=3)C=CC=2)OC2C(P(C3C=CC=CC=3)C3C=CC=CC=3)=CC=CC1=2.C1CCN2C(=NCCC2)CC1. The catalyst is C1(C)C=CC=CC=1.C(OCC)(=O)C.C1C=CC(/C=C/C(/C=C/C2C=CC=CC=2)=O)=CC=1.C1C=CC(/C=C/C(/C=C/C2C=CC=CC=2)=O)=CC=1.C1C=CC(/C=C/C(/C=C/C2C=CC=CC=2)=O)=CC=1.[Pd].[Pd]. The product is [CH2:1]([O:3][C:4]([C:6]1[N:14]([CH3:15])[C:13]2[CH:12]=[CH:11][N:10]=[CH:9][C:8]=2[C:7]=1[NH:38][C:37]1[CH:39]=[CH:40][C:34]([Br:33])=[CH:35][C:36]=1[F:41])=[O:5])[CH3:2]. The yield is 0.340. (5) The reactants are [NH2:1][C@@H:2]([CH3:14])[CH2:3][N:4]1[C:12]2[C:7](=[CH:8][CH:9]=[C:10]([OH:13])[CH:11]=2)[CH:6]=[N:5]1.C(=O)(O)[O-].[Na+].Cl[C:21]([O:23][CH2:24][C:25]1[CH:30]=[CH:29][CH:28]=[CH:27][CH:26]=1)=[O:22]. The catalyst is C1COCC1. The product is [CH2:24]([O:23][C:21](=[O:22])[NH:1][C@@H:2]([CH3:14])[CH2:3][N:4]1[C:12]2[C:7](=[CH:8][CH:9]=[C:10]([OH:13])[CH:11]=2)[CH:6]=[N:5]1)[C:25]1[CH:30]=[CH:29][CH:28]=[CH:27][CH:26]=1. The yield is 0.780. (6) The product is [Cl:34][C:33]1[C:28]([N:7]2[CH2:6][CH2:5][NH:4][CH2:3][C@H:2]2[CH3:1])=[N:29][CH:30]=[CH:31][N:32]=1. The yield is 0.660. The catalyst is CN(C=O)C.O. The reactants are [CH3:1][C@H:2]1[NH:7][CH2:6][CH2:5][N:4](C(C2C=CC=CC=2)(C2C=CC=CC=2)C2C=CC=CC=2)[CH2:3]1.Cl[C:28]1[C:33]([Cl:34])=[N:32][CH:31]=[CH:30][N:29]=1.C([O-])([O-])=O.[K+].[K+].C(Cl)(Cl)Cl.CCO.